This data is from NCI-60 drug combinations with 297,098 pairs across 59 cell lines. The task is: Regression. Given two drug SMILES strings and cell line genomic features, predict the synergy score measuring deviation from expected non-interaction effect. (1) Drug 1: CC(CN1CC(=O)NC(=O)C1)N2CC(=O)NC(=O)C2. Drug 2: C1=C(C(=O)NC(=O)N1)N(CCCl)CCCl. Cell line: PC-3. Synergy scores: CSS=22.1, Synergy_ZIP=-5.19, Synergy_Bliss=-3.74, Synergy_Loewe=-1.40, Synergy_HSA=0.135. (2) Drug 1: CS(=O)(=O)C1=CC(=C(C=C1)C(=O)NC2=CC(=C(C=C2)Cl)C3=CC=CC=N3)Cl. Drug 2: CC1=C2C(C(=O)C3(C(CC4C(C3C(C(C2(C)C)(CC1OC(=O)C(C(C5=CC=CC=C5)NC(=O)OC(C)(C)C)O)O)OC(=O)C6=CC=CC=C6)(CO4)OC(=O)C)O)C)O. Cell line: NCI-H226. Synergy scores: CSS=38.1, Synergy_ZIP=8.03, Synergy_Bliss=9.56, Synergy_Loewe=-1.41, Synergy_HSA=10.8. (3) Drug 1: CC1CC2C3CCC4=CC(=O)C=CC4(C3(C(CC2(C1(C(=O)CO)O)C)O)F)C. Drug 2: CNC(=O)C1=NC=CC(=C1)OC2=CC=C(C=C2)NC(=O)NC3=CC(=C(C=C3)Cl)C(F)(F)F. Cell line: UACC62. Synergy scores: CSS=53.1, Synergy_ZIP=3.88, Synergy_Bliss=6.03, Synergy_Loewe=-12.0, Synergy_HSA=5.92. (4) Drug 1: CC1=C2C(C(=O)C3(C(CC4C(C3C(C(C2(C)C)(CC1OC(=O)C(C(C5=CC=CC=C5)NC(=O)C6=CC=CC=C6)O)O)OC(=O)C7=CC=CC=C7)(CO4)OC(=O)C)O)C)OC(=O)C. Drug 2: C(CCl)NC(=O)N(CCCl)N=O. Cell line: PC-3. Synergy scores: CSS=33.6, Synergy_ZIP=-3.80, Synergy_Bliss=-6.66, Synergy_Loewe=-16.1, Synergy_HSA=-5.03. (5) Drug 1: C1C(C(OC1N2C=C(C(=O)NC2=O)F)CO)O. Drug 2: CC1C(C(CC(O1)OC2CC(CC3=C2C(=C4C(=C3O)C(=O)C5=CC=CC=C5C4=O)O)(C(=O)C)O)N)O. Cell line: NCIH23. Synergy scores: CSS=47.9, Synergy_ZIP=0.462, Synergy_Bliss=0.274, Synergy_Loewe=-0.667, Synergy_HSA=3.49. (6) Drug 1: CC1CCC2CC(C(=CC=CC=CC(CC(C(=O)C(C(C(=CC(C(=O)CC(OC(=O)C3CCCCN3C(=O)C(=O)C1(O2)O)C(C)CC4CCC(C(C4)OC)O)C)C)O)OC)C)C)C)OC. Drug 2: CC(C)NC(=O)C1=CC=C(C=C1)CNNC.Cl. Cell line: A498. Synergy scores: CSS=5.99, Synergy_ZIP=-6.05, Synergy_Bliss=-2.93, Synergy_Loewe=-2.48, Synergy_HSA=-1.38.